Dataset: Catalyst prediction with 721,799 reactions and 888 catalyst types from USPTO. Task: Predict which catalyst facilitates the given reaction. Reactant: [CH2:1](N(CC)CC)C.[OH:8][C:9]1[CH:13]=[CH:12][NH:11][N:10]=1.[C:14](O[C:14]([O:16][CH3:17])=[O:15])([O:16][CH3:17])=[O:15]. Product: [OH:8][C:9]1[CH:13]=[C:12]([CH3:1])[N:11]([C:14]([O:16][CH3:17])=[O:15])[N:10]=1. The catalyst class is: 5.